Dataset: Full USPTO retrosynthesis dataset with 1.9M reactions from patents (1976-2016). Task: Predict the reactants needed to synthesize the given product. (1) Given the product [NH2:32]/[C:24](=[N:23]\[O:10][C:9](=[O:11])[C@H:8]([CH2:12][CH2:13][CH2:14][CH:15]1[CH2:16][CH2:17][CH2:18][CH2:19][CH2:20]1)[CH2:7][C:6]([O:5][C:1]([CH3:4])([CH3:2])[CH3:3])=[O:21])/[CH2:25][CH2:26][NH:27][S:28](=[O:30])(=[O:29])[CH3:31], predict the reactants needed to synthesize it. The reactants are: [C:1]([O:5][C:6](=[O:21])[CH2:7][C@@H:8]([CH2:12][CH2:13][CH2:14][CH:15]1[CH2:20][CH2:19][CH2:18][CH2:17][CH2:16]1)[C:9]([OH:11])=[O:10])([CH3:4])([CH3:3])[CH3:2].O/[N:23]=[C:24](\[NH2:32])/[CH2:25][CH2:26][NH:27][S:28]([CH3:31])(=[O:30])=[O:29]. (2) Given the product [Cl:17][C:12]1[CH:13]=[CH:14][CH:15]=[CH:16][C:11]=1[C:9]1[CH:8]=[C:7]([OH:6])[N:2]([CH3:1])[N:3]=1, predict the reactants needed to synthesize it. The reactants are: [CH3:1][NH:2][NH2:3].C([O:6][C:7](=O)[CH2:8][C:9]([C:11]1[CH:16]=[CH:15][CH:14]=[CH:13][C:12]=1[Cl:17])=O)C. (3) The reactants are: [Cl:1][C:2]1[C:3]([F:20])=[C:4]([NH:8][C:9]([CH3:19])=[C:10]([N+:16]([O-])=O)[C:11]([O:13][CH2:14][CH3:15])=[O:12])[CH:5]=[CH:6][CH:7]=1.[CH2:21](OC(OCC)OCC)C. Given the product [Cl:1][C:2]1[C:3]([F:20])=[C:4]([N:8]2[C:9]([CH3:19])=[C:10]([C:11]([O:13][CH2:14][CH3:15])=[O:12])[N:16]=[CH:21]2)[CH:5]=[CH:6][CH:7]=1, predict the reactants needed to synthesize it. (4) Given the product [I:31][C:7]1[CH:8]=[C:3]([O:2][CH3:1])[CH:4]=[CH:5][C:6]=1[CH:10]1[CH2:19][CH2:18][C:17]2[C:12](=[CH:13][CH:14]=[C:15]([O:20][CH3:21])[CH:16]=2)[CH2:11]1, predict the reactants needed to synthesize it. The reactants are: [CH3:1][O:2][C:3]1[CH:4]=[CH:5][C:6]([CH:10]2[CH2:19][CH2:18][C:17]3[C:12](=[CH:13][CH:14]=[C:15]([O:20][CH3:21])[CH:16]=3)[CH2:11]2)=[C:7](N)[CH:8]=1.S(=O)(=O)(O)O.N([O-])=O.[Na+].[I-:31].[K+].[I-].N.